Task: Predict the reaction yield, written as a fraction of the theoretical maximum amount of product (1.0 means a 100% yield; for example, 0.34 means a 34% yield).. Dataset: Reaction yield outcomes from USPTO patents with 853,638 reactions The reactants are [CH3:1][C:2]([Si:5](Cl)([CH3:7])[CH3:6])([CH3:4])[CH3:3].C(N(CC)CC)C.[S:16]1[C:20]([CH2:21][CH:22]([OH:25])[C:23]#[CH:24])=[CH:19][C:18]2[CH:26]=[CH:27][CH:28]=[CH:29][C:17]1=2.[NH4+].[Cl-]. The catalyst is CN(C1C=CN=CC=1)C.ClCCl. The product is [S:16]1[C:20]([CH2:21][CH:22]([O:25][Si:5]([C:2]([CH3:4])([CH3:3])[CH3:1])([CH3:7])[CH3:6])[C:23]#[CH:24])=[CH:19][C:18]2[CH:26]=[CH:27][CH:28]=[CH:29][C:17]1=2. The yield is 0.700.